Dataset: Catalyst prediction with 721,799 reactions and 888 catalyst types from USPTO. Task: Predict which catalyst facilitates the given reaction. (1) Reactant: Cl[CH2:2][CH2:3][O:4][CH2:5][C:6]([NH:8][C:9]1[CH:14]=[CH:13][C:12]([N+:15]([O-:17])=[O:16])=[CH:11][CH:10]=1)=[O:7].C(=O)([O-])[O-].[K+].[K+]. Product: [N+:15]([C:12]1[CH:13]=[CH:14][C:9]([N:8]2[CH2:2][CH2:3][O:4][CH2:5][C:6]2=[O:7])=[CH:10][CH:11]=1)([O-:17])=[O:16]. The catalyst class is: 10. (2) Reactant: [C:1]([C:5]1[CH:10]=[CH:9][C:8]([NH:11][C:12](=[O:21])[C:13]2[CH:18]=[CH:17][C:16]([C:19]#[N:20])=[CH:15][CH:14]=2)=[CH:7][CH:6]=1)([CH3:4])([CH3:3])[CH3:2].[N-:22]=[N+:23]=[N-:24].[Na+].[Mg+2].[Cl-].[Cl-].O. Product: [C:1]([C:5]1[CH:10]=[CH:9][C:8]([NH:11][C:12](=[O:21])[C:13]2[CH:14]=[CH:15][C:16]([C:19]3[NH:24][N:23]=[N:22][N:20]=3)=[CH:17][CH:18]=2)=[CH:7][CH:6]=1)([CH3:4])([CH3:2])[CH3:3]. The catalyst class is: 80. (3) Reactant: [BH4-].[Na+].[Cl:3][C:4]1[CH:29]=[CH:28][C:7]([C:8]([C:10]2[CH:11]=[C:12]3[C:17](=[CH:18][CH:19]=2)[NH:16][C:15](=[O:20])[CH:14]=[C:13]3[O:21][C:22]2[CH:27]=[CH:26][CH:25]=[CH:24][CH:23]=2)=[O:9])=[CH:6][CH:5]=1.O. Product: [Cl:3][C:4]1[CH:5]=[CH:6][C:7]([CH:8]([OH:9])[C:10]2[CH:11]=[C:12]3[C:17](=[CH:18][CH:19]=2)[NH:16][C:15](=[O:20])[CH:14]=[C:13]3[O:21][C:22]2[CH:23]=[CH:24][CH:25]=[CH:26][CH:27]=2)=[CH:28][CH:29]=1. The catalyst class is: 5. (4) The catalyst class is: 4. Product: [CH3:10][O:11][C:12]([C:14]1[C@H:19]([C:20]2[CH:25]=[CH:24][C:23]([F:26])=[C:22]([F:27])[CH:21]=2)[N:18]([C:28]([NH:8][CH2:7][CH2:6][C:5]([O:4][CH2:2][CH3:3])=[O:9])=[O:29])[C:17](=[O:40])[NH:16][C:15]=1[CH2:41][O:42][CH3:43])=[O:13]. Reactant: Cl.[CH2:2]([O:4][C:5](=[O:9])[CH2:6][CH2:7][NH2:8])[CH3:3].[CH3:10][O:11][C:12]([C:14]1[C@H:19]([C:20]2[CH:25]=[CH:24][C:23]([F:26])=[C:22]([F:27])[CH:21]=2)[N:18]([C:28](OC2C=CC([N+]([O-])=O)=CC=2)=[O:29])[C:17](=[O:40])[NH:16][C:15]=1[CH2:41][O:42][CH3:43])=[O:13].C(N(CC)CC)C. (5) Reactant: [O:1]=[C:2]1[CH2:7][CH:6]2[CH2:8][CH2:9][CH:3]1[CH:4]=[C:5]2[C:10]([O:12][CH2:13][CH3:14])=[O:11]. Product: [O:1]=[C:2]1[CH2:7][CH:6]2[C:5]3([C:10]([O:12][CH2:13][CH3:14])=[O:11])[CH:3]([CH2:9][CH2:8]2)[CH:4]13. The catalyst class is: 21. (6) Reactant: O[CH2:2][CH2:3][CH2:4][CH2:5][C:6]1[CH:15]=[CH:14][C:9]([C:10]([O:12][CH3:13])=[O:11])=[CH:8][CH:7]=1.[C:16]1(=[O:26])[NH:20][C:19](=[O:21])[C:18]2=[CH:22][CH:23]=[CH:24][CH:25]=[C:17]12.C1C=CC(P(C2C=CC=CC=2)C2C=CC=CC=2)=CC=1.N(C(OC(C)C)=O)=NC(OC(C)C)=O. Product: [O:21]=[C:19]1[C:18]2[C:17](=[CH:25][CH:24]=[CH:23][CH:22]=2)[C:16](=[O:26])[N:20]1[CH2:2][CH2:3][CH2:4][CH2:5][C:6]1[CH:15]=[CH:14][C:9]([C:10]([O:12][CH3:13])=[O:11])=[CH:8][CH:7]=1. The catalyst class is: 1.